The task is: Binary Classification. Given a miRNA mature sequence and a target amino acid sequence, predict their likelihood of interaction.. This data is from Experimentally validated miRNA-target interactions with 360,000+ pairs, plus equal number of negative samples. (1) The miRNA is mmu-miR-17-5p with sequence CAAAGUGCUUACAGUGCAGGUAG. The protein sequence of the target gene is MGPRGRQSPSATLAPSQGSCFFILFCLRLGASCPQACQCPDHAGAVAVHCSSRGLQEIPRDIPADTVLLKLDANRISRVPNGAFQHLPQLRELDLSHNAIEAIGPAAFSGLAGGLRLLDLSHNRIRRIPKDALGKLSAKIRLSHNPLHCECALQEALWELKLDPDSVDEIACHTSAQEQFVGKPLIQVLDSGASFCSTHRKTTDVAMLVTMFGWFTMVIAYVVYYVRHNQEDARRHLEYLKSLPSAPVSKEPLSPVP. Result: 1 (interaction). (2) The miRNA is hsa-miR-214-5p with sequence UGCCUGUCUACACUUGCUGUGC. The protein sequence of the target gene is MQVPQDGEDLAGQPWYHGLLSRQKAEALLQQNGDFLVRASGSRGGNPVISCRWRGSALHFEVFRVALRPRPGRPTALFQLEDEQFPSIPALVHSYMTGRRPLSQATGAVVSRPVTWQGPLRRSFSEDTLMDGPARIEPLRARKWSNSQPADLAHMGRSREDPAGMEASTMPISALPRTSSDPVLLKAPAPLGTVADSLRASDGQLQAKAPTKPPRTPSFELPDASERPPTYCELVPRVPSVQGTSPSQSCPEPEAPWWEAEEDEEEENRCFTRPQAEISFCPHDAPSCLLGPQNRPLEPQ.... Result: 0 (no interaction). (3) The miRNA is hsa-miR-6724-5p with sequence CUGGGCCCGCGGCGGGCGUGGGG. The protein sequence of the target gene is MEAPAPSLTEEDLTEVKKDALENLRVYLCEKIIAERHFDHLRAKKILSREDTEEISCRTSSRKRAGKLLDYLQENPRGLDTLVESIRREKTQSFLIQKITDEVLKLRNIKLEHLKGLKCSSCEPFAAGATNNLSRCNSDESNLSEKQRASTVMYHPEGESSTAPFFSMASSLNLPVLEVGRTENSSFSSATLPRPGDPGAPPLPPDLRLEEGGSCGNSSEMFLPLRSRALSRQ. Result: 0 (no interaction).